Dataset: Reaction yield outcomes from USPTO patents with 853,638 reactions. Task: Predict the reaction yield, written as a fraction of the theoretical maximum amount of product (1.0 means a 100% yield; for example, 0.34 means a 34% yield). (1) The reactants are [N-:1]=[N+:2]=[N-:3].[Na+].[CH3:5][O:6][C:7]1[CH:8]=[C:9]([C:15](=[O:23])[CH:16]=[CH:17][C:18]([O:20][CH2:21][CH3:22])=[O:19])[CH:10]=[CH:11][C:12]=1[O:13][CH3:14].O. The catalyst is CN(C)C=O.[Cu]Cl. The product is [CH3:5][O:6][C:7]1[CH:8]=[C:9]([CH:10]=[CH:11][C:12]=1[O:13][CH3:14])[C:15]([C:16]1[NH:3][N:2]=[N:1][C:17]=1[C:18]([O:20][CH2:21][CH3:22])=[O:19])=[O:23]. The yield is 0.650. (2) The reactants are [O:1]1[CH2:5][CH2:4][C@@H:3]([C:6]([O:8]CC)=O)[N:2]1[C:11]([O:13][C:14]([CH3:17])([CH3:16])[CH3:15])=[O:12].[OH-].[Li+].Cl.[Cl:21][C:22]1[CH:23]=[CH:24][C:25]([N:30]2[CH:34]=[N:33][N:32]=[N:31]2)=[C:26]([CH:29]=1)[CH2:27][NH2:28].OC1C2N=NNC=2C=CC=1.C(Cl)CCl.CN1CCOCC1. The catalyst is C(#N)C.O.C(Cl)Cl. The product is [Cl:21][C:22]1[CH:23]=[CH:24][C:25]([N:30]2[CH:34]=[N:33][N:32]=[N:31]2)=[C:26]([CH:29]=1)[CH2:27][NH:28][C:6]([C@@H:3]1[CH2:4][CH2:5][O:1][N:2]1[C:11]([O:13][C:14]([CH3:15])([CH3:16])[CH3:17])=[O:12])=[O:8]. The yield is 0.870. (3) The reactants are [NH:1]([C:5]1[CH:13]=[CH:12][C:8]([C:9]([OH:11])=[O:10])=[CH:7][N:6]=1)[C:2]([NH2:4])=[S:3].Br[CH:15]([CH:18]=O)[CH:16]=[O:17].C([O-])(=O)C.[Na+]. The catalyst is C(O)(=O)C.O. The product is [CH:16]([C:15]1[S:3][C:2]([NH:1][C:5]2[CH:13]=[CH:12][C:8]([C:9]([OH:11])=[O:10])=[CH:7][N:6]=2)=[N:4][CH:18]=1)=[O:17]. The yield is 0.960. (4) The reactants are C(N(CC)[C:4](=[O:14])[C:5]1[CH:10]=[CH:9][C:8]([O:11][CH3:12])=[CH:7][C:6]=1[CH3:13])C.C([Li])(C)(C)C.[F:22][C:23]([F:27])([F:26])[C:24]#[N:25]. The catalyst is C1COCC1. The product is [CH3:12][O:11][C:8]1[CH:7]=[C:6]2[C:5](=[CH:10][CH:9]=1)[C:4]([OH:14])=[N:25][C:24]([C:23]([F:27])([F:26])[F:22])=[CH:13]2. The yield is 0.247.